This data is from Catalyst prediction with 721,799 reactions and 888 catalyst types from USPTO. The task is: Predict which catalyst facilitates the given reaction. (1) Reactant: Br[CH2:2][C:3]([C:5]12[CH2:14][CH:9]3[CH2:10][CH:11]([CH2:13][CH:7]([CH2:8]3)[CH2:6]1)[CH2:12]2)=[O:4].[N:15]1[CH:20]=[CH:19][CH:18]=[CH:17][C:16]=1[SH:21].C(N(CC)CC)C. Product: [C:5]12([C:3](=[O:4])[CH2:2][S:21][C:16]3[CH:17]=[CH:18][CH:19]=[CH:20][N:15]=3)[CH2:14][CH:9]3[CH2:10][CH:11]([CH2:13][CH:7]([CH2:8]3)[CH2:6]1)[CH2:12]2. The catalyst class is: 10. (2) Reactant: [CH2:1]([O:8][C@H:9]1[C@@H:14]([O:15][CH2:16][C:17]2[CH:22]=[CH:21][CH:20]=[CH:19][CH:18]=2)[C@H:13]([O:23][CH2:24][C:25]2[CH:30]=[CH:29][CH:28]=[CH:27][CH:26]=2)[C@@H:12]([CH2:31][O:32][CH2:33][C:34]2[CH:39]=[CH:38][CH:37]=[CH:36][CH:35]=2)[O:11][C@@H:10]1[CH2:40][P:41](=[O:44])([O-:43])[O-:42])[C:2]1[CH:7]=[CH:6][CH:5]=[CH:4][CH:3]=1.N1C=CC=CC=1.C[Si](Br)(C)C. Product: [CH2:1]([O:8][C@H:9]1[C@@H:14]([O:15][CH2:16][C:17]2[CH:18]=[CH:19][CH:20]=[CH:21][CH:22]=2)[C@H:13]([O:23][CH2:24][C:25]2[CH:26]=[CH:27][CH:28]=[CH:29][CH:30]=2)[C@@H:12]([CH2:31][O:32][CH2:33][C:34]2[CH:39]=[CH:38][CH:37]=[CH:36][CH:35]=2)[O:11][C@@H:10]1[CH2:40][P:41](=[O:42])([OH:43])[OH:44])[C:2]1[CH:7]=[CH:6][CH:5]=[CH:4][CH:3]=1. The catalyst class is: 10. (3) Reactant: [Si]([O:8][CH2:9][C:10]1([CH3:36])[S:16][CH2:15][CH2:14][N:13]2[C:17]([C:20]3([C:23]4[CH:28]=[CH:27][C:26]([C:29]5[CH:30]=[N:31][CH:32]=[CH:33][CH:34]=5)=[C:25]([F:35])[CH:24]=4)[CH2:22][CH2:21]3)=[N:18][N:19]=[C:12]2[CH2:11]1)(C(C)(C)C)(C)C.Cl. Product: [F:35][C:25]1[CH:24]=[C:23]([C:20]2([C:17]3[N:13]4[CH2:14][CH2:15][S:16][C:10]([CH2:9][OH:8])([CH3:36])[CH2:11][C:12]4=[N:19][N:18]=3)[CH2:22][CH2:21]2)[CH:28]=[CH:27][C:26]=1[C:29]1[CH:30]=[N:31][CH:32]=[CH:33][CH:34]=1. The catalyst class is: 5. (4) Reactant: [CH:1]1([O:7][C:8]2[C:9]([NH:14][C:15]3[S:16][CH:17]=[C:18]([CH3:20])[N:19]=3)=[N:10][CH:11]=[CH:12][CH:13]=2)[CH2:6][CH2:5][CH2:4][CH:3]=[CH:2]1.CC1C=CC(S(NN)(=O)=O)=CC=1.CC([O-])=O.[Na+]. Product: [CH:1]1([O:7][C:8]2[C:9]([NH:14][C:15]3[S:16][CH:17]=[C:18]([CH3:20])[N:19]=3)=[N:10][CH:11]=[CH:12][CH:13]=2)[CH2:2][CH2:3][CH2:4][CH2:5][CH2:6]1. The catalyst class is: 762. (5) Reactant: [CH3:1][N:2]1[C:6]([C:7]2[CH:12]=[CH:11][N:10]=[CH:9][CH:8]=2)=[N:5][NH:4][C:3]1=[S:13].[CH3:14]I.[OH-].[Na+].O. Product: [CH3:1][N:2]1[C:3]([S:13][CH3:14])=[N:4][N:5]=[C:6]1[C:7]1[CH:12]=[CH:11][N:10]=[CH:9][CH:8]=1. The catalyst class is: 21.